From a dataset of Reaction yield outcomes from USPTO patents with 853,638 reactions. Predict the reaction yield, written as a fraction of the theoretical maximum amount of product (1.0 means a 100% yield; for example, 0.34 means a 34% yield). The reactants are [C:1]1([CH2:7][C:8]([N:10]=[C:11]=[S:12])=[O:9])[CH:6]=[CH:5][CH:4]=[CH:3][CH:2]=1.[NH2:13][C:14]1[CH:42]=[CH:41][C:17]([O:18][C:19]2[CH:24]=[CH:23][N:22]=[C:21]([NH:25][C:26]([N:28]3[CH2:33][CH2:32][CH:31]([N:34]4[CH2:39][CH2:38][CH:37]([OH:40])[CH2:36][CH2:35]4)[CH2:30][CH2:29]3)=[O:27])[CH:20]=2)=[C:16]([F:43])[CH:15]=1.C12(CS(O)(=O)=O)C(C)(C)C(CC1)CC2=O. The catalyst is C1(C)C=CC=CC=1.C(O)C. The product is [F:43][C:16]1[CH:15]=[C:14]([NH:13][C:11]([NH:10][C:8](=[O:9])[CH2:7][C:1]2[CH:6]=[CH:5][CH:4]=[CH:3][CH:2]=2)=[S:12])[CH:42]=[CH:41][C:17]=1[O:18][C:19]1[CH:24]=[CH:23][N:22]=[C:21]([NH:25][C:26]([N:28]2[CH2:29][CH2:30][CH:31]([N:34]3[CH2:35][CH2:36][CH:37]([OH:40])[CH2:38][CH2:39]3)[CH2:32][CH2:33]2)=[O:27])[CH:20]=1. The yield is 0.570.